Dataset: Merck oncology drug combination screen with 23,052 pairs across 39 cell lines. Task: Regression. Given two drug SMILES strings and cell line genomic features, predict the synergy score measuring deviation from expected non-interaction effect. (1) Drug 1: O=C(O)C1(Cc2cccc(Nc3nccs3)n2)CCC(Oc2cccc(Cl)c2F)CC1. Drug 2: CNC(=O)c1cc(Oc2ccc(NC(=O)Nc3ccc(Cl)c(C(F)(F)F)c3)cc2)ccn1. Cell line: A2058. Synergy scores: synergy=-9.51. (2) Drug 1: CC(C)CC(NC(=O)C(Cc1ccccc1)NC(=O)c1cnccn1)B(O)O. Drug 2: COC1=C2CC(C)CC(OC)C(O)C(C)C=C(C)C(OC(N)=O)C(OC)C=CC=C(C)C(=O)NC(=CC1=O)C2=O. Cell line: SW837. Synergy scores: synergy=-33.4. (3) Drug 1: CCN(CC)CCNC(=O)c1c(C)[nH]c(C=C2C(=O)Nc3ccc(F)cc32)c1C. Drug 2: CC1(c2nc3c(C(N)=O)cccc3[nH]2)CCCN1. Cell line: A375. Synergy scores: synergy=11.5. (4) Drug 1: CCC1(O)CC2CN(CCc3c([nH]c4ccccc34)C(C(=O)OC)(c3cc4c(cc3OC)N(C)C3C(O)(C(=O)OC)C(OC(C)=O)C5(CC)C=CCN6CCC43C65)C2)C1. Drug 2: O=C(CCCCCCC(=O)Nc1ccccc1)NO. Cell line: NCIH520. Synergy scores: synergy=-0.697. (5) Drug 1: O=C(CCCCCCC(=O)Nc1ccccc1)NO. Drug 2: NC1CCCCC1N.O=C(O)C(=O)O.[Pt+2]. Cell line: CAOV3. Synergy scores: synergy=1.52.